Dataset: NCI-60 drug combinations with 297,098 pairs across 59 cell lines. Task: Regression. Given two drug SMILES strings and cell line genomic features, predict the synergy score measuring deviation from expected non-interaction effect. Drug 1: C1=CC(=CC=C1CC(C(=O)O)N)N(CCCl)CCCl.Cl. Drug 2: CC1C(C(=O)NC(C(=O)N2CCCC2C(=O)N(CC(=O)N(C(C(=O)O1)C(C)C)C)C)C(C)C)NC(=O)C3=C4C(=C(C=C3)C)OC5=C(C(=O)C(=C(C5=N4)C(=O)NC6C(OC(=O)C(N(C(=O)CN(C(=O)C7CCCN7C(=O)C(NC6=O)C(C)C)C)C)C(C)C)C)N)C. Cell line: SK-OV-3. Synergy scores: CSS=13.1, Synergy_ZIP=3.25, Synergy_Bliss=11.3, Synergy_Loewe=9.18, Synergy_HSA=9.10.